Predict the reactants needed to synthesize the given product. From a dataset of Full USPTO retrosynthesis dataset with 1.9M reactions from patents (1976-2016). (1) Given the product [C:20]([C:5]1[C:6]([O:8][CH2:9][C:10]2[CH:15]=[CH:14][N:13]=[C:12]([C:16]([NH:18][CH3:19])=[O:17])[CH:11]=2)=[N:7][C:2]([N:32]2[CH2:35][CH:34]([OH:36])[CH2:33]2)=[C:3]([C:29]#[N:30])[C:4]=1[C:22]1[CH:27]=[CH:26][C:25]([F:28])=[CH:24][CH:23]=1)#[N:21], predict the reactants needed to synthesize it. The reactants are: Cl[C:2]1[N:7]=[C:6]([O:8][CH2:9][C:10]2[CH:15]=[CH:14][N:13]=[C:12]([C:16]([NH:18][CH3:19])=[O:17])[CH:11]=2)[C:5]([C:20]#[N:21])=[C:4]([C:22]2[CH:27]=[CH:26][C:25]([F:28])=[CH:24][CH:23]=2)[C:3]=1[C:29]#[N:30].Cl.[NH:32]1[CH2:35][CH:34]([OH:36])[CH2:33]1.C(N(CC)CC)C. (2) Given the product [C:1]([C:4]1[CH:5]=[C:6]([CH:12]=[CH:13][CH:14]=1)[O:7][CH2:8][C:9]([NH:53][CH2:52][CH2:51][CH2:50][Br:49])=[O:11])(=[O:3])[CH3:2], predict the reactants needed to synthesize it. The reactants are: [C:1]([C:4]1[CH:5]=[C:6]([CH:12]=[CH:13][CH:14]=1)[O:7][CH2:8][C:9]([OH:11])=O)(=[O:3])[CH3:2].C(N(C(C)C)CC)(C)C.F[P-](F)(F)(F)(F)F.CN(C(=[N+](C)C)ON1C2=NC=CC=C2N=N1)C.Br.[Br:49][CH2:50][CH2:51][CH2:52][NH2:53]. (3) Given the product [CH:1]1([NH:4][C:5](=[O:14])[C:6]2[C:11]([O:12][CH2:19][C@@H:20]3[CH2:21][O:22]3)=[CH:10][CH:9]=[CH:8][C:7]=2[F:13])[CH2:2][CH2:3]1, predict the reactants needed to synthesize it. The reactants are: [CH:1]1([NH:4][C:5](=[O:14])[C:6]2[C:11]([OH:12])=[CH:10][CH:9]=[CH:8][C:7]=2[F:13])[CH2:3][CH2:2]1.S(C1C=CC([N+]([O-])=O)=CC=1)(O[CH2:19][C@H:20]1[O:22][CH2:21]1)(=O)=O. (4) Given the product [Cl:1][C:2]1[CH:3]=[C:4]2[C:9](=[CH:10][C:11]=1[O:12][C:13]1[CH:18]=[C:17]([CH3:19])[C:16]([CH3:20])=[CH:15][C:14]=1[Cl:21])[O:8][CH:7]([C:22]([F:24])([F:25])[F:23])[C:6]([C:26]([OH:28])=[O:27])=[CH:5]2, predict the reactants needed to synthesize it. The reactants are: [Cl:1][C:2]1[CH:3]=[C:4]2[C:9](=[CH:10][C:11]=1[O:12][C:13]1[CH:18]=[C:17]([CH3:19])[C:16]([CH3:20])=[CH:15][C:14]=1[Cl:21])[O:8][CH:7]([C:22]([F:25])([F:24])[F:23])[C:6]([C:26]([O:28]CC)=[O:27])=[CH:5]2.O.[OH-].[Li+].[Al].Cl. (5) Given the product [CH2:3]([O:10][CH:11]1[CH2:12][O:13][CH2:17][CH2:21][O:20][CH2:19][CH2:18][O:15][CH2:14]1)[C:4]1[CH:9]=[CH:8][CH:7]=[CH:6][CH:5]=1, predict the reactants needed to synthesize it. The reactants are: [H-].[Na+].[CH2:3]([O:10][CH:11]([CH2:14][OH:15])[CH2:12][OH:13])[C:4]1[CH:9]=[CH:8][CH:7]=[CH:6][CH:5]=1.O.[CH2:17]1[CH2:21][O:20][CH2:19][CH2:18]1. (6) Given the product [NH2:9][C:10]1[N:11]([C:16]2[C:25]3[C:20](=[CH:21][CH:22]=[CH:23][CH:24]=3)[C:19]([CH:26]3[CH2:28][CH2:27]3)=[CH:18][CH:17]=2)[C:12]([S:15][CH2:6][CH2:5][C:4]([O:3][CH2:1][CH3:2])=[O:8])=[N:13][N:14]=1, predict the reactants needed to synthesize it. The reactants are: [CH2:1]([O:3][C:4](=[O:8])[CH2:5][CH2:6]Br)[CH3:2].[NH2:9][C:10]1[N:11]([C:16]2[C:25]3[C:20](=[CH:21][CH:22]=[CH:23][CH:24]=3)[C:19]([CH:26]3[CH2:28][CH2:27]3)=[CH:18][CH:17]=2)[C:12]([SH:15])=[N:13][N:14]=1. (7) The reactants are: [CH3:1][N:2]([CH3:41])[CH2:3][CH2:4][O:5][C:6]1[CH:7]=[C:8]([NH:12][C:13]2[N:18]=[C:17]([C:19]3[C:20]([C:28]4[CH:29]=[C:30]([NH:34]C(=O)C(F)(F)F)[CH:31]=[CH:32][CH:33]=4)=[N:21][N:22]4[CH:27]=[CH:26][CH:25]=[CH:24][C:23]=34)[CH:16]=[CH:15][N:14]=2)[CH:9]=[CH:10][CH:11]=1.[Li+].[OH-]. Given the product [NH2:34][C:30]1[CH:29]=[C:28]([C:20]2[C:19]([C:17]3[CH:16]=[CH:15][N:14]=[C:13]([NH:12][C:8]4[CH:9]=[CH:10][CH:11]=[C:6]([O:5][CH2:4][CH2:3][N:2]([CH3:41])[CH3:1])[CH:7]=4)[N:18]=3)=[C:23]3[CH:24]=[CH:25][CH:26]=[CH:27][N:22]3[N:21]=2)[CH:33]=[CH:32][CH:31]=1, predict the reactants needed to synthesize it. (8) Given the product [CH2:33]([O:32][CH2:31][C:20]1[N:21]([CH2:22][C:23]([CH3:25])([NH:26][S:27]([CH3:30])(=[O:29])=[O:28])[CH3:24])[C:17]2[C:16]3[CH:15]=[CH:14][CH:13]=[CH:12][C:11]=3[N:10]=[C:9]([NH:8][C:36](=[O:37])[O:38][CH2:39][CH2:40][CH3:41])[C:18]=2[N:19]=1)[CH3:34], predict the reactants needed to synthesize it. The reactants are: C(N(CC)CC)C.[NH2:8][C:9]1[C:18]2[N:19]=[C:20]([CH2:31][O:32][CH2:33][CH3:34])[N:21]([CH2:22][C:23]([NH:26][S:27]([CH3:30])(=[O:29])=[O:28])([CH3:25])[CH3:24])[C:17]=2[C:16]2[CH:15]=[CH:14][CH:13]=[CH:12][C:11]=2[N:10]=1.Cl[C:36]([O:38][CH2:39][CH2:40][CH3:41])=[O:37].